Dataset: Full USPTO retrosynthesis dataset with 1.9M reactions from patents (1976-2016). Task: Predict the reactants needed to synthesize the given product. (1) The reactants are: [CH3:1][C:2]1[NH:3][C:4]2[C:9]([CH:10]=1)=[CH:8][CH:7]=[CH:6][CH:5]=2.Cl[C:12]1[C:16]2[CH:17]=[CH:18][C:19]([F:21])=[CH:20][C:15]=2[S:14](=[O:23])(=[O:22])[N:13]=1. Given the product [F:21][C:19]1[CH:18]=[CH:17][C:16]2[C:12]([C:10]3[C:9]4[C:4](=[CH:5][CH:6]=[CH:7][CH:8]=4)[NH:3][C:2]=3[CH3:1])=[N:13][S:14](=[O:23])(=[O:22])[C:15]=2[CH:20]=1, predict the reactants needed to synthesize it. (2) Given the product [CH3:1][O:2][C:3](=[O:29])[NH:4][C@H:5]([C:9]([N:11]1[CH2:15][C@@H:14]([CH3:16])[CH2:13][C@H:12]1[C:17]1[NH:18][C:19]([Cl:30])=[C:20]([C:22]2[CH:27]=[CH:26][C:25]([Br:28])=[CH:24][CH:23]=2)[N:21]=1)=[O:10])[CH:6]([CH3:8])[CH3:7], predict the reactants needed to synthesize it. The reactants are: [CH3:1][O:2][C:3](=[O:29])[NH:4][C@H:5]([C:9]([N:11]1[CH2:15][C@@H:14]([CH3:16])[CH2:13][C@H:12]1[C:17]1[NH:18][CH:19]=[C:20]([C:22]2[CH:27]=[CH:26][C:25]([Br:28])=[CH:24][CH:23]=2)[N:21]=1)=[O:10])[CH:6]([CH3:8])[CH3:7].[Cl:30]N1C(=O)CCC1=O.